From a dataset of Catalyst prediction with 721,799 reactions and 888 catalyst types from USPTO. Predict which catalyst facilitates the given reaction. (1) Reactant: C(N(CC)CC)C.Cl.[CH2:9]([O:11][C:12]([NH:14][C:15]1([CH2:28][N:29]2[CH2:34][CH2:33][NH:32][CH2:31][C:30]2=[O:35])[CH2:20][CH2:19][N:18]([C:21]2[CH:26]=[CH:25][N:24]=[C:23]([CH3:27])[CH:22]=2)[CH2:17][CH2:16]1)=[O:13])[CH3:10].[Br:36][C:37]1[CH:42]=[CH:41][C:40]([S:43](Cl)(=[O:45])=[O:44])=[CH:39][CH:38]=1.C(=O)([O-])[O-].[Na+].[Na+]. Product: [Br:36][C:37]1[CH:42]=[CH:41][C:40]([S:43]([N:32]2[CH2:33][CH2:34][N:29]([CH2:28][C:15]3([NH:14][C:12]([O:11][CH2:9][CH3:10])=[O:13])[CH2:16][CH2:17][N:18]([C:21]4[CH:26]=[CH:25][N:24]=[C:23]([CH3:27])[CH:22]=4)[CH2:19][CH2:20]3)[C:30](=[O:35])[CH2:31]2)(=[O:45])=[O:44])=[CH:39][CH:38]=1. The catalyst class is: 4. (2) Reactant: [CH2:1]([S:8][C:9]1([CH2:19][NH:20][C:21]([C:23]2[NH:24][C:25]3[C:30]([CH:31]=2)=[CH:29][CH:28]=[CH:27][C:26]=3[N:32]([CH3:41])[S:33]([C:36]2[S:37][CH:38]=[CH:39][CH:40]=2)(=[O:35])=[O:34])=[O:22])[CH2:18][CH2:17][C:12]2(OCC[O:13]2)[CH2:11][CH2:10]1)[C:2]1[CH:7]=[CH:6][CH:5]=[CH:4][CH:3]=1.C(O)(=O)C. Product: [CH2:1]([S:8][C:9]1([CH2:19][NH:20][C:21]([C:23]2[NH:24][C:25]3[C:30]([CH:31]=2)=[CH:29][CH:28]=[CH:27][C:26]=3[N:32]([CH3:41])[S:33]([C:36]2[S:37][CH:38]=[CH:39][CH:40]=2)(=[O:35])=[O:34])=[O:22])[CH2:18][CH2:17][C:12](=[O:13])[CH2:11][CH2:10]1)[C:2]1[CH:7]=[CH:6][CH:5]=[CH:4][CH:3]=1. The catalyst class is: 6. (3) Reactant: [C:1]([C:3]1[CH:11]=[CH:10][C:9]2[C:5](=[C:6](SC)C(=O)[N:8]=2)[CH:4]=1)#[N:2].[OH-:15].[K+].C[OH:18]. Product: [NH2:8][C:9]1[CH:10]=[CH:11][C:3]([C:1]#[N:2])=[CH:4][C:5]=1[C:6]([OH:18])=[O:15]. The catalyst class is: 6. (4) Reactant: [CH2:1]([C:4]1[CH:15]=[CH:14][C:7]([O:8][CH2:9]C(OC)=O)=[C:6]([O:16][CH2:17][C:18]([O:20]CC)=O)[CH:5]=1)[CH:2]=[CH2:3].[H-].[Na+].Cl. Product: [CH2:1]([C:4]1[CH:15]=[CH:14][C:7]2[O:8][CH2:9][C:18](=[O:20])[CH2:17][O:16][C:6]=2[CH:5]=1)[CH:2]=[CH2:3]. The catalyst class is: 7. (5) Reactant: Br[C:2]1[CH:7]=[CH:6][C:5]([C:8]2[C:17]3[C:12](=[CH:13][CH:14]=[CH:15][CH:16]=3)[CH:11]=[CH:10][CH:9]=2)=[CH:4][CH:3]=1.CCCCCC.C([Li])CCC.[B:29](OC(C)C)([O:34]C(C)C)[O:30]C(C)C.Cl. The catalyst class is: 247. Product: [C:8]1([C:5]2[CH:6]=[CH:7][C:2]([B:29]([OH:34])[OH:30])=[CH:3][CH:4]=2)[C:17]2[C:12](=[CH:13][CH:14]=[CH:15][CH:16]=2)[CH:11]=[CH:10][CH:9]=1.